This data is from Experimentally validated miRNA-target interactions with 360,000+ pairs, plus equal number of negative samples. The task is: Binary Classification. Given a miRNA mature sequence and a target amino acid sequence, predict their likelihood of interaction. The miRNA is mmu-miR-1264-5p with sequence AGGUCCUCAAUAAGUAUUUGUU. The protein sequence of the target gene is MKKTQTWIITCIYLQLLLFNPLVKTKEICGNPVTDNVKDITKLVANLPNDYMITLNYVAGMDVLPSHCWLRDMVIQLSLSLTTLLDKFSNISEGLSNYSIIDKLGKIVDDLVLCMEENAPKNIKESPKRPETRSFTPEEFFSIFNRSIDAFKDFMVASDTSDCVLSSTLGPEKDSRVSVTKPFMLPPVAASSLRNDSSSSNRKAAKAPEDSGLQWTAMALPALISLVIGFAFGALYWKKKQSSLTRAVENIQINEEDNEISMLQQKEREFQEV. Result: 0 (no interaction).